Dataset: NCI-60 drug combinations with 297,098 pairs across 59 cell lines. Task: Regression. Given two drug SMILES strings and cell line genomic features, predict the synergy score measuring deviation from expected non-interaction effect. (1) Drug 1: CC12CCC3C(C1CCC2O)C(CC4=C3C=CC(=C4)O)CCCCCCCCCS(=O)CCCC(C(F)(F)F)(F)F. Drug 2: C(CCl)NC(=O)N(CCCl)N=O. Cell line: SW-620. Synergy scores: CSS=1.57, Synergy_ZIP=-3.58, Synergy_Bliss=-1.97, Synergy_Loewe=-6.11, Synergy_HSA=-2.23. (2) Drug 1: CC12CCC3C(C1CCC2=O)CC(=C)C4=CC(=O)C=CC34C. Drug 2: C1CN(CCN1C(=O)CCBr)C(=O)CCBr. Cell line: EKVX. Synergy scores: CSS=20.0, Synergy_ZIP=-0.102, Synergy_Bliss=1.27, Synergy_Loewe=-8.70, Synergy_HSA=1.11. (3) Drug 1: C(=O)(N)NO. Drug 2: C1=CC=C(C(=C1)C(C2=CC=C(C=C2)Cl)C(Cl)Cl)Cl. Cell line: HOP-92. Synergy scores: CSS=-18.1, Synergy_ZIP=17.3, Synergy_Bliss=25.3, Synergy_Loewe=-4.44, Synergy_HSA=-0.879. (4) Drug 1: CC12CCC3C(C1CCC2=O)CC(=C)C4=CC(=O)C=CC34C. Drug 2: C1=CC(=CC=C1CC(C(=O)O)N)N(CCCl)CCCl.Cl. Cell line: MOLT-4. Synergy scores: CSS=73.2, Synergy_ZIP=2.03, Synergy_Bliss=3.24, Synergy_Loewe=-3.04, Synergy_HSA=2.70. (5) Drug 1: CN1CCC(CC1)COC2=C(C=C3C(=C2)N=CN=C3NC4=C(C=C(C=C4)Br)F)OC. Drug 2: C1=CC(=CC=C1CCC2=CNC3=C2C(=O)NC(=N3)N)C(=O)NC(CCC(=O)O)C(=O)O. Cell line: IGROV1. Synergy scores: CSS=65.5, Synergy_ZIP=-1.75, Synergy_Bliss=-1.73, Synergy_Loewe=-1.40, Synergy_HSA=1.31. (6) Drug 1: CN1CCC(CC1)COC2=C(C=C3C(=C2)N=CN=C3NC4=C(C=C(C=C4)Br)F)OC. Drug 2: C1CNP(=O)(OC1)N(CCCl)CCCl. Cell line: SNB-19. Synergy scores: CSS=3.69, Synergy_ZIP=-0.0480, Synergy_Bliss=2.69, Synergy_Loewe=-1.28, Synergy_HSA=2.04. (7) Drug 1: CCCCCOC(=O)NC1=NC(=O)N(C=C1F)C2C(C(C(O2)C)O)O. Synergy scores: CSS=-2.72, Synergy_ZIP=1.06, Synergy_Bliss=-0.504, Synergy_Loewe=-3.25, Synergy_HSA=-3.68. Drug 2: C(CN)CNCCSP(=O)(O)O. Cell line: BT-549.